This data is from Forward reaction prediction with 1.9M reactions from USPTO patents (1976-2016). The task is: Predict the product of the given reaction. (1) Given the reactants CO[C:3](OC)([CH3:5])[CH3:4].C1(S(O)(=O)=O)C=CC=CC=1.[NH:18]([C:26]([O:28][C:29]([CH3:32])([CH3:31])[CH3:30])=[O:27])[C@H:19]([C:22]([O:24][CH3:25])=[O:23])[CH2:20][OH:21].Cl, predict the reaction product. The product is: [CH3:25][O:24][C:22]([C@@H:19]1[CH2:20][O:21][C:3]([CH3:5])([CH3:4])[N:18]1[C:26]([O:28][C:29]([CH3:32])([CH3:31])[CH3:30])=[O:27])=[O:23]. (2) Given the reactants [Br:1][C:2]1[CH:3]=[C:4](OC)[C:5]([OH:10])=[C:6]([CH:9]=1)[CH:7]=O.[C:13]([O-])([O-])=O.[K+].[K+].C(N(CC)CC)C.[F:26][C:27]([F:36])([F:35])/[CH:28]=[CH:29]/[C:30]([O:32][CH2:33][CH3:34])=[O:31].Cl, predict the reaction product. The product is: [Br:1][C:2]1[CH:9]=[C:6]2[C:5](=[C:4]([CH3:13])[CH:3]=1)[O:10][CH:28]([C:27]([F:35])([F:36])[F:26])[C:29]([C:30]([O:32][CH2:33][CH3:34])=[O:31])=[CH:7]2. (3) Given the reactants [CH3:1][O:2][C:3]1[CH:22]=[CH:21][C:6]([CH2:7][C@@H:8]2[C:12]3=[N:13][C:14]4[CH:19]=[CH:18][CH:17]=[CH:16][C:15]=4[N:11]3[C:10](=[O:20])[NH:9]2)=[CH:5][CH:4]=1.[CH:23]([N:26]1[CH2:31][CH2:30][CH:29]([NH2:32])[CH2:28][CH2:27]1)([CH3:25])[CH3:24].C(O)(C(F)(F)F)=O, predict the reaction product. The product is: [NH:11]1[C:15]2[CH:16]=[CH:17][CH:18]=[CH:19][C:14]=2[N:13]=[C:12]1[C@H:8]([NH:9][C:10]([NH:32][CH:29]1[CH2:30][CH2:31][N:26]([CH:23]([CH3:25])[CH3:24])[CH2:27][CH2:28]1)=[O:20])[CH2:7][C:6]1[CH:21]=[CH:22][C:3]([O:2][CH3:1])=[CH:4][CH:5]=1.